Dataset: NCI-60 drug combinations with 297,098 pairs across 59 cell lines. Task: Regression. Given two drug SMILES strings and cell line genomic features, predict the synergy score measuring deviation from expected non-interaction effect. (1) Drug 1: C1=CC(=C2C(=C1NCCNCCO)C(=O)C3=C(C=CC(=C3C2=O)O)O)NCCNCCO. Drug 2: CC(C1=C(C=CC(=C1Cl)F)Cl)OC2=C(N=CC(=C2)C3=CN(N=C3)C4CCNCC4)N. Cell line: SR. Synergy scores: CSS=70.9, Synergy_ZIP=-2.95, Synergy_Bliss=-4.89, Synergy_Loewe=-7.43, Synergy_HSA=-3.82. (2) Drug 1: C1=NC(=NC(=O)N1C2C(C(C(O2)CO)O)O)N. Drug 2: C1CN(CCN1C(=O)CCBr)C(=O)CCBr. Cell line: HS 578T. Synergy scores: CSS=28.5, Synergy_ZIP=-6.30, Synergy_Bliss=3.60, Synergy_Loewe=6.24, Synergy_HSA=6.10. (3) Drug 1: CNC(=O)C1=CC=CC=C1SC2=CC3=C(C=C2)C(=NN3)C=CC4=CC=CC=N4. Drug 2: C1=CC(=CC=C1CCCC(=O)O)N(CCCl)CCCl. Cell line: HCT-15. Synergy scores: CSS=4.32, Synergy_ZIP=-10.2, Synergy_Bliss=-8.83, Synergy_Loewe=-10.4, Synergy_HSA=-9.61. (4) Drug 2: C1CCC(C1)C(CC#N)N2C=C(C=N2)C3=C4C=CNC4=NC=N3. Synergy scores: CSS=12.5, Synergy_ZIP=-0.274, Synergy_Bliss=4.94, Synergy_Loewe=3.83, Synergy_HSA=4.11. Cell line: TK-10. Drug 1: CC(C1=C(C=CC(=C1Cl)F)Cl)OC2=C(N=CC(=C2)C3=CN(N=C3)C4CCNCC4)N. (5) Drug 1: CC12CCC3C(C1CCC2=O)CC(=C)C4=CC(=O)C=CC34C. Drug 2: CNC(=O)C1=NC=CC(=C1)OC2=CC=C(C=C2)NC(=O)NC3=CC(=C(C=C3)Cl)C(F)(F)F. Cell line: OVCAR-4. Synergy scores: CSS=44.7, Synergy_ZIP=-5.07, Synergy_Bliss=-2.14, Synergy_Loewe=-3.91, Synergy_HSA=-2.46. (6) Drug 1: CC(C)(C#N)C1=CC(=CC(=C1)CN2C=NC=N2)C(C)(C)C#N. Drug 2: CC1CCC2CC(C(=CC=CC=CC(CC(C(=O)C(C(C(=CC(C(=O)CC(OC(=O)C3CCCCN3C(=O)C(=O)C1(O2)O)C(C)CC4CCC(C(C4)OC)O)C)C)O)OC)C)C)C)OC. Cell line: HOP-62. Synergy scores: CSS=10.5, Synergy_ZIP=5.75, Synergy_Bliss=13.5, Synergy_Loewe=4.74, Synergy_HSA=5.97. (7) Drug 1: C1=NC2=C(N1)C(=S)N=C(N2)N. Drug 2: CC1=C(N=C(N=C1N)C(CC(=O)N)NCC(C(=O)N)N)C(=O)NC(C(C2=CN=CN2)OC3C(C(C(C(O3)CO)O)O)OC4C(C(C(C(O4)CO)O)OC(=O)N)O)C(=O)NC(C)C(C(C)C(=O)NC(C(C)O)C(=O)NCCC5=NC(=CS5)C6=NC(=CS6)C(=O)NCCC[S+](C)C)O. Cell line: SK-OV-3. Synergy scores: CSS=22.2, Synergy_ZIP=-0.383, Synergy_Bliss=1.09, Synergy_Loewe=0.855, Synergy_HSA=2.38.